This data is from NCI-60 drug combinations with 297,098 pairs across 59 cell lines. The task is: Regression. Given two drug SMILES strings and cell line genomic features, predict the synergy score measuring deviation from expected non-interaction effect. (1) Drug 1: CS(=O)(=O)C1=CC(=C(C=C1)C(=O)NC2=CC(=C(C=C2)Cl)C3=CC=CC=N3)Cl. Drug 2: C1CC(C1)(C(=O)O)C(=O)O.[NH2-].[NH2-].[Pt+2]. Cell line: SF-295. Synergy scores: CSS=23.0, Synergy_ZIP=-2.04, Synergy_Bliss=-1.59, Synergy_Loewe=-8.87, Synergy_HSA=-0.170. (2) Drug 1: C1=C(C(=O)NC(=O)N1)F. Drug 2: CC1=C(C(CCC1)(C)C)C=CC(=CC=CC(=CC(=O)O)C)C. Cell line: HOP-62. Synergy scores: CSS=31.2, Synergy_ZIP=-11.5, Synergy_Bliss=-6.56, Synergy_Loewe=-9.24, Synergy_HSA=-8.94. (3) Drug 1: C1CCN(CC1)CCOC2=CC=C(C=C2)C(=O)C3=C(SC4=C3C=CC(=C4)O)C5=CC=C(C=C5)O. Drug 2: C1CN(P(=O)(OC1)NCCCl)CCCl. Cell line: MALME-3M. Synergy scores: CSS=0.208, Synergy_ZIP=1.07, Synergy_Bliss=2.07, Synergy_Loewe=-2.76, Synergy_HSA=-1.51. (4) Drug 1: CN(C(=O)NC(C=O)C(C(C(CO)O)O)O)N=O. Drug 2: CC(C)CN1C=NC2=C1C3=CC=CC=C3N=C2N. Cell line: NCI/ADR-RES. Synergy scores: CSS=-7.32, Synergy_ZIP=2.81, Synergy_Bliss=-0.908, Synergy_Loewe=-3.98, Synergy_HSA=-4.75. (5) Drug 2: CC1C(C(CC(O1)OC2CC(CC3=C2C(=C4C(=C3O)C(=O)C5=C(C4=O)C(=CC=C5)OC)O)(C(=O)CO)O)N)O.Cl. Cell line: OVCAR-8. Drug 1: CCN(CC)CCNC(=O)C1=C(NC(=C1C)C=C2C3=C(C=CC(=C3)F)NC2=O)C. Synergy scores: CSS=21.1, Synergy_ZIP=-3.02, Synergy_Bliss=-3.69, Synergy_Loewe=-10.0, Synergy_HSA=-2.74.